Dataset: Peptide-MHC class I binding affinity with 185,985 pairs from IEDB/IMGT. Task: Regression. Given a peptide amino acid sequence and an MHC pseudo amino acid sequence, predict their binding affinity value. This is MHC class I binding data. (1) The peptide sequence is AEIVDTVSAL. The MHC is HLA-B44:02 with pseudo-sequence HLA-B44:02. The binding affinity (normalized) is 0.588. (2) The peptide sequence is GHGEVRGYL. The MHC is HLA-B39:01 with pseudo-sequence HLA-B39:01. The binding affinity (normalized) is 0.0847. (3) The peptide sequence is YHRPLTGYM. The MHC is HLA-B40:01 with pseudo-sequence HLA-B40:01. The binding affinity (normalized) is 0.0847. (4) The peptide sequence is ETIGLVRAL. The MHC is HLA-A02:03 with pseudo-sequence HLA-A02:03. The binding affinity (normalized) is 0.461.